Dataset: Peptide-MHC class I binding affinity with 185,985 pairs from IEDB/IMGT. Task: Regression. Given a peptide amino acid sequence and an MHC pseudo amino acid sequence, predict their binding affinity value. This is MHC class I binding data. (1) The peptide sequence is IDFLLRRWG. The MHC is HLA-A02:01 with pseudo-sequence HLA-A02:01. The binding affinity (normalized) is 0.0597. (2) The peptide sequence is FNVKSKLLW. The MHC is Mamu-B17 with pseudo-sequence Mamu-B17. The binding affinity (normalized) is 0.196.